This data is from NCI-60 drug combinations with 297,098 pairs across 59 cell lines. The task is: Regression. Given two drug SMILES strings and cell line genomic features, predict the synergy score measuring deviation from expected non-interaction effect. (1) Drug 1: C(CC(=O)O)C(=O)CN.Cl. Drug 2: C1=NNC2=C1C(=O)NC=N2. Cell line: OVCAR-5. Synergy scores: CSS=35.2, Synergy_ZIP=-6.77, Synergy_Bliss=-3.31, Synergy_Loewe=-0.314, Synergy_HSA=0.198. (2) Synergy scores: CSS=39.0, Synergy_ZIP=-10.0, Synergy_Bliss=-1.46, Synergy_Loewe=-1.84, Synergy_HSA=1.40. Drug 2: N.N.Cl[Pt+2]Cl. Drug 1: CC1CCC2CC(C(=CC=CC=CC(CC(C(=O)C(C(C(=CC(C(=O)CC(OC(=O)C3CCCCN3C(=O)C(=O)C1(O2)O)C(C)CC4CCC(C(C4)OC)OCCO)C)C)O)OC)C)C)C)OC. Cell line: KM12. (3) Drug 1: CC1=CC2C(CCC3(C2CCC3(C(=O)C)OC(=O)C)C)C4(C1=CC(=O)CC4)C. Drug 2: CC1C(C(=O)NC(C(=O)N2CCCC2C(=O)N(CC(=O)N(C(C(=O)O1)C(C)C)C)C)C(C)C)NC(=O)C3=C4C(=C(C=C3)C)OC5=C(C(=O)C(=C(C5=N4)C(=O)NC6C(OC(=O)C(N(C(=O)CN(C(=O)C7CCCN7C(=O)C(NC6=O)C(C)C)C)C)C(C)C)C)N)C. Cell line: HCT-15. Synergy scores: CSS=13.8, Synergy_ZIP=8.83, Synergy_Bliss=11.0, Synergy_Loewe=8.55, Synergy_HSA=8.80. (4) Drug 1: COC1=C(C=C2C(=C1)N=CN=C2NC3=CC(=C(C=C3)F)Cl)OCCCN4CCOCC4. Drug 2: CC=C1C(=O)NC(C(=O)OC2CC(=O)NC(C(=O)NC(CSSCCC=C2)C(=O)N1)C(C)C)C(C)C. Cell line: HOP-62. Synergy scores: CSS=57.0, Synergy_ZIP=-0.838, Synergy_Bliss=-1.27, Synergy_Loewe=-7.82, Synergy_HSA=2.95. (5) Drug 1: C1=CC(=CC=C1CCC2=CNC3=C2C(=O)NC(=N3)N)C(=O)NC(CCC(=O)O)C(=O)O. Drug 2: CNC(=O)C1=NC=CC(=C1)OC2=CC=C(C=C2)NC(=O)NC3=CC(=C(C=C3)Cl)C(F)(F)F. Cell line: A498. Synergy scores: CSS=31.2, Synergy_ZIP=-6.80, Synergy_Bliss=-5.57, Synergy_Loewe=-2.33, Synergy_HSA=-1.82. (6) Drug 1: CC1CCC2CC(C(=CC=CC=CC(CC(C(=O)C(C(C(=CC(C(=O)CC(OC(=O)C3CCCCN3C(=O)C(=O)C1(O2)O)C(C)CC4CCC(C(C4)OC)O)C)C)O)OC)C)C)C)OC. Drug 2: C1CN(CCN1C(=O)CCBr)C(=O)CCBr. Cell line: RPMI-8226. Synergy scores: CSS=46.4, Synergy_ZIP=-12.6, Synergy_Bliss=-5.12, Synergy_Loewe=-6.56, Synergy_HSA=-5.76. (7) Drug 1: C1CCC(CC1)NC(=O)N(CCCl)N=O. Drug 2: CC1CCC2CC(C(=CC=CC=CC(CC(C(=O)C(C(C(=CC(C(=O)CC(OC(=O)C3CCCCN3C(=O)C(=O)C1(O2)O)C(C)CC4CCC(C(C4)OC)OCCO)C)C)O)OC)C)C)C)OC. Cell line: HS 578T. Synergy scores: CSS=13.9, Synergy_ZIP=-8.48, Synergy_Bliss=-6.87, Synergy_Loewe=-5.06, Synergy_HSA=-2.60. (8) Drug 1: C1C(C(OC1N2C=C(C(=O)NC2=O)F)CO)O. Drug 2: C1=NC2=C(N1)C(=S)N=CN2. Cell line: A549. Synergy scores: CSS=33.9, Synergy_ZIP=-5.59, Synergy_Bliss=-0.618, Synergy_Loewe=-18.1, Synergy_HSA=3.33. (9) Drug 1: CS(=O)(=O)C1=CC(=C(C=C1)C(=O)NC2=CC(=C(C=C2)Cl)C3=CC=CC=N3)Cl. Drug 2: CN1C2=C(C=C(C=C2)N(CCCl)CCCl)N=C1CCCC(=O)O.Cl. Cell line: OVCAR3. Synergy scores: CSS=18.4, Synergy_ZIP=1.22, Synergy_Bliss=3.35, Synergy_Loewe=1.93, Synergy_HSA=1.47.